This data is from Full USPTO retrosynthesis dataset with 1.9M reactions from patents (1976-2016). The task is: Predict the reactants needed to synthesize the given product. (1) Given the product [CH3:2][O:3][C:4]1[CH:5]=[C:6]([C:12]2[C:13]([CH3:25])([CH3:24])[C:14](=[O:23])[N:15]([CH:17]3[CH2:22][CH2:21][N:20]([C:36]([C:26]4[C:35]5[C:30](=[CH:31][CH:32]=[CH:33][CH:34]=5)[CH:29]=[CH:28][N:27]=4)=[O:37])[CH2:19][CH2:18]3)[N:16]=2)[CH:7]=[CH:8][C:9]=1[O:10][CH3:11], predict the reactants needed to synthesize it. The reactants are: Cl.[CH3:2][O:3][C:4]1[CH:5]=[C:6]([C:12]2[C:13]([CH3:25])([CH3:24])[C:14](=[O:23])[N:15]([CH:17]3[CH2:22][CH2:21][NH:20][CH2:19][CH2:18]3)[N:16]=2)[CH:7]=[CH:8][C:9]=1[O:10][CH3:11].[C:26]1([C:36](O)=[O:37])[C:35]2[C:30](=[CH:31][CH:32]=[CH:33][CH:34]=2)[CH:29]=[CH:28][N:27]=1. (2) Given the product [CH:31]([NH:34][CH2:4][CH2:3][C:2]([C:7]1[S:11][C:10]([NH:12][C:13](=[O:30])[CH:14]([NH:18][C:19](=[O:29])[CH2:20][C:21]2[CH:26]=[C:25]([F:27])[CH:24]=[C:23]([F:28])[CH:22]=2)[CH2:15][CH2:16][CH3:17])=[N:9][N:8]=1)([CH3:6])[CH3:1])([CH3:33])[CH3:32], predict the reactants needed to synthesize it. The reactants are: [CH3:1][C:2]([C:7]1[S:11][C:10]([NH:12][C:13](=[O:30])[CH:14]([NH:18][C:19](=[O:29])[CH2:20][C:21]2[CH:26]=[C:25]([F:27])[CH:24]=[C:23]([F:28])[CH:22]=2)[CH2:15][CH2:16][CH3:17])=[N:9][N:8]=1)([CH3:6])[CH2:3][CH:4]=O.[CH:31]([NH2:34])([CH3:33])[CH3:32].C(O[BH-](OC(=O)C)OC(=O)C)(=O)C.[Na+].